From a dataset of Forward reaction prediction with 1.9M reactions from USPTO patents (1976-2016). Predict the product of the given reaction. (1) Given the reactants [N:1]1([C:7]2([C:11]#[N:12])[CH2:10][CH2:9][CH2:8]2)[CH2:6][CH2:5][S:4][CH2:3][CH2:2]1.[C:13]1([Li])[CH:18]=[CH:17][CH:16]=[CH:15][CH:14]=1, predict the reaction product. The product is: [C:13]1([CH:11]([NH2:12])[C:7]2([N:1]3[CH2:6][CH2:5][S:4][CH2:3][CH2:2]3)[CH2:10][CH2:9][CH2:8]2)[CH:18]=[CH:17][CH:16]=[CH:15][CH:14]=1. (2) Given the reactants Br[CH2:2][C:3]1[C:4]([F:9])=[N:5][CH:6]=[CH:7][CH:8]=1.[CH3:10][C:11]1[N:16]=[C:15]([SH:17])[N:14]=[C:13]([OH:18])[CH:12]=1.C(N(CC)CC)C, predict the reaction product. The product is: [F:9][C:4]1[C:3]([CH2:2][S:17][C:15]2[N:14]=[C:13]([OH:18])[CH:12]=[C:11]([CH3:10])[N:16]=2)=[CH:8][CH:7]=[CH:6][N:5]=1. (3) Given the reactants [CH:1]1([N:4]2[C:8]([C:9]3[CH:14]=[CH:13][N:12]=[CH:11][CH:10]=3)=[N:7][NH:6][C:5]2=S)[CH2:3][CH2:2]1, predict the reaction product. The product is: [CH:1]1([N:4]2[CH:5]=[N:6][N:7]=[C:8]2[C:9]2[CH:10]=[CH:11][N:12]=[CH:13][CH:14]=2)[CH2:3][CH2:2]1. (4) The product is: [CH2:1]([CH:3]([CH2:11][CH2:12][C@H:13]1[CH2:18][CH2:17][CH2:16][C@@H:15]([OH:19])[CH2:14]1)[C:4]([O:6][C:7]([CH3:10])([CH3:8])[CH3:9])=[O:5])[CH3:2]. Given the reactants [CH2:1]([C:3](=[CH:11][CH2:12][C@H:13]1[CH2:18][CH2:17][CH2:16][C@@H:15]([OH:19])[CH2:14]1)[C:4]([O:6][C:7]([CH3:10])([CH3:9])[CH3:8])=[O:5])[CH3:2], predict the reaction product. (5) Given the reactants [CH3:1][O:2][C:3](=[O:38])[CH2:4][CH2:5][O:6][CH2:7][CH2:8][O:9][CH2:10][CH2:11][NH:12][C:13]1[CH:18]=[CH:17][CH:16]=[CH:15][C:14]=1[S:19](=[O:37])(=[O:36])[NH:20][C:21]([C@@:23]1([NH:28]C(OC(C)(C)C)=O)[CH2:25][C@H:24]1[CH:26]=[CH2:27])=[O:22].C(O)(C(F)(F)F)=O, predict the reaction product. The product is: [CH3:1][O:2][C:3](=[O:38])[CH2:4][CH2:5][O:6][CH2:7][CH2:8][O:9][CH2:10][CH2:11][NH:12][C:13]1[CH:18]=[CH:17][CH:16]=[CH:15][C:14]=1[S:19](=[O:37])(=[O:36])[NH:20][C:21]([C@@:23]1([NH2:28])[CH2:25][C@H:24]1[CH:26]=[CH2:27])=[O:22].